Dataset: Reaction yield outcomes from USPTO patents with 853,638 reactions. Task: Predict the reaction yield, written as a fraction of the theoretical maximum amount of product (1.0 means a 100% yield; for example, 0.34 means a 34% yield). (1) The catalyst is Cl[Pd](Cl)([P](C1C=CC=CC=1)(C1C=CC=CC=1)C1C=CC=CC=1)[P](C1C=CC=CC=1)(C1C=CC=CC=1)C1C=CC=CC=1. The reactants are [C:1]1(P(C2C=CC=CC=2)C2C=CC=CC=2)C=CC=CC=1.C1([O-])C=CC=CC=1.[K+].[CH3:43][C:38]1([CH3:44])[C:39]([CH3:42])([CH3:41])[O:40][B:36]([B:36]2[O:40][C:39]([CH3:42])([CH3:41])[C:38]([CH3:44])([CH3:43])[O:37]2)[O:37]1.[C:46]1([CH3:52])[CH:51]=[CH:50][CH:49]=[CH:48][CH:47]=1. The product is [CH3:52][C:46]1([CH3:1])[C:51]([B:36]2[O:37][C:38]([CH3:43])([CH3:44])[C:39]([CH3:41])([CH3:42])[O:40]2)=[CH:50][CH2:49][CH2:48][CH2:47]1. The yield is 0.800. (2) The reactants are [CH3:1][O:2][C:3]1[CH:4]=[C:5]2[C:10](=[CH:11][C:12]=1[O:13][CH3:14])[N:9]=[CH:8][N:7]=[C:6]2[C:15]1[NH:19][N:18]=[N:17][N:16]=1.C(N(CC)CC)C.Cl.Cl[CH2:29][C:30]1[CH:35]=[CH:34][CH:33]=[CH:32][N:31]=1. The catalyst is CN(C)C(=O)C. The product is [CH3:1][O:2][C:3]1[CH:4]=[C:5]2[C:10](=[CH:11][C:12]=1[O:13][CH3:14])[N:9]=[CH:8][N:7]=[C:6]2[C:15]1[N:19]([CH2:29][C:30]2[CH:35]=[CH:34][CH:33]=[CH:32][N:31]=2)[N:18]=[N:17][N:16]=1. The yield is 0.280. (3) The reactants are C([O:8][N:9]1[C:15](=[O:16])[N:14]2[CH2:17][C@H:10]1[C:11]([CH2:21][CH2:22][NH:23][C:24](=[O:30])[O:25][C:26]([CH3:29])([CH3:28])[CH3:27])=[CH:12][C@H:13]2[C:18](=[O:20])[NH2:19])C1C=CC=CC=1. The catalyst is CCOC(C)=O.[Pd]. The product is [C:18]([C@@H:13]1[CH:12]=[C:11]([CH2:21][CH2:22][NH:23][C:24](=[O:30])[O:25][C:26]([CH3:27])([CH3:28])[CH3:29])[C@@H:10]2[CH2:17][N:14]1[C:15](=[O:16])[N:9]2[OH:8])(=[O:20])[NH2:19]. The yield is 0.980. (4) The reactants are [Br:1][C:2]1[CH:7]=[CH:6][C:5]([C:8]2[O:9][C:10]([CH3:16])=[C:11]([CH2:13][CH2:14]I)[N:12]=2)=[CH:4][CH:3]=1.S1CCCCS1.[Li]CCCC.[S:28]1[CH2:33][CH2:32][CH2:31][S:30][CH2:29]1.CN1CCCN(C)C1=O. The catalyst is C1COCC1.O. The product is [Br:1][C:2]1[CH:7]=[CH:6][C:5]([C:8]2[O:9][C:10]([CH3:16])=[C:11]([CH2:13][CH2:14][CH:29]3[S:30][CH2:31][CH2:32][CH2:33][S:28]3)[N:12]=2)=[CH:4][CH:3]=1. The yield is 0.660. (5) The reactants are [CH2:1]([O:3][C:4](=[O:38])[C:5](=[N:26][NH:27][C:28]1[CH:33]=[CH:32][C:31]([S:34]([NH2:37])(=[O:36])=[O:35])=[CH:30][CH:29]=1)[N:6]=P(C1C=CC=CC=1)(C1C=CC=CC=1)C1C=CC=CC=1)[CH3:2].[C:39](Cl)(=O)[C:40]1[CH:45]=[CH:44][CH:43]=[CH:42][CH:41]=1.[CH3:48]COCC.C(N(CC)CC)C. The catalyst is C1COCC1.C(#N)C.CCCCCC. The product is [NH2:37][S:34]([C:31]1[CH:30]=[CH:29][C:28]([N:27]2[C:48]([CH2:39][C:40]3[CH:45]=[CH:44][CH:43]=[CH:42][CH:41]=3)=[N:6][C:5]([C:4]([O:3][CH2:1][CH3:2])=[O:38])=[N:26]2)=[CH:33][CH:32]=1)(=[O:35])=[O:36]. The yield is 0.580. (6) The reactants are [OH:1][B:2]1[C:6]2[CH:7]=[C:8]([NH:11][S:12]([C:15]3[CH:20]=[CH:19][C:18]([NH:21]C(=O)C(F)(F)F)=[CH:17][C:16]=3[CH2:28][C:29]([O:31][CH2:32][CH3:33])=[O:30])(=[O:14])=[O:13])[CH:9]=[CH:10][C:5]=2[CH2:4][O:3]1.N. No catalyst specified. The product is [NH2:21][C:18]1[CH:19]=[CH:20][C:15]([S:12](=[O:13])(=[O:14])[NH:11][C:8]2[CH:9]=[CH:10][C:5]3[CH2:4][O:3][B:2]([OH:1])[C:6]=3[CH:7]=2)=[C:16]([CH2:28][C:29]([O:31][CH2:32][CH3:33])=[O:30])[CH:17]=1. The yield is 0.540. (7) The product is [C:14]1([NH:13][S:12]([C:7]2[CH:8]=[CH:9][CH:10]=[CH:11][C:6]=2[CH:5]=[CH:4][C:3]([OH:22])=[O:2])(=[O:21])=[O:20])[CH:15]=[CH:16][CH:17]=[CH:18][CH:19]=1. The catalyst is CO. The reactants are C[O:2][C:3](=[O:22])[CH:4]=[CH:5][C:6]1[CH:11]=[CH:10][CH:9]=[CH:8][C:7]=1[S:12](=[O:21])(=[O:20])[NH:13][C:14]1[CH:19]=[CH:18][CH:17]=[CH:16][CH:15]=1.[OH-].[Na+]. The yield is 0.700. (8) The reactants are [N+]([C:4]1[CH:11]=[CH:10][CH:9]=[C:8]([N+:12]([O-:14])=[O:13])[C:5]=1[C:6]#[N:7])([O-])=O.[CH3:15][C:16]1([CH3:32])[O:31][C@H:19]2[O:20][CH:21]([CH2:29][OH:30])[C@@H:22]3[O:26][C:25]([CH3:28])([CH3:27])[O:24][C@@H:23]3[C@@H:18]2[O:17]1. No catalyst specified. The product is [N+:12]([C:8]1[CH:9]=[CH:10][CH:11]=[C:4]([O:30][CH2:29][CH:21]2[O:20][C@@H:19]3[O:31][C:16]([CH3:32])([CH3:15])[O:17][C@H:18]3[C@H:23]3[O:24][C:25]([CH3:28])([CH3:27])[O:26][C@@H:22]23)[C:5]=1[C:6]#[N:7])([O-:14])=[O:13]. The yield is 0.590. (9) The reactants are C(Cl)(=O)C(Cl)=O.[Br:7][C:8]1[CH:13]=[CH:12][C:11]([CH2:14][CH2:15][C:16]([CH3:24])([S:20]([CH3:23])(=[O:22])=[O:21])[C:17](O)=[O:18])=[CH:10][CH:9]=1.CN(C=O)C.[Si]([O:34][NH2:35])(C)(C)C. The catalyst is C(Cl)Cl. The product is [Br:7][C:8]1[CH:13]=[CH:12][C:11]([CH2:14][CH2:15][C:16]([CH3:24])([S:20]([CH3:23])(=[O:22])=[O:21])[C:17]([NH:35][OH:34])=[O:18])=[CH:10][CH:9]=1. The yield is 0.968.